From a dataset of Full USPTO retrosynthesis dataset with 1.9M reactions from patents (1976-2016). Predict the reactants needed to synthesize the given product. (1) Given the product [CH3:1][C:2]1[C:3]2[N:4]([C:8]([C@@H:26]3[CH2:30][CH2:29][CH2:28][NH:27]3)=[N:9][C:10]=2[C:11]2[CH:16]=[CH:15][C:14]([C:17]([NH:18][C:19]3[CH:24]=[CH:23][CH:22]=[CH:21][N:20]=3)=[O:25])=[CH:13][CH:12]=2)[CH:5]=[CH:6][N:7]=1, predict the reactants needed to synthesize it. The reactants are: [CH3:1][C:2]1[C:3]2[N:4]([C:8]([C@@H:26]3[CH2:30][CH2:29][CH2:28][N:27]3C(OCC3C=CC=CC=3)=O)=[N:9][C:10]=2[C:11]2[CH:16]=[CH:15][C:14]([C:17](=[O:25])[NH:18][C:19]3[CH:24]=[CH:23][CH:22]=[CH:21][N:20]=3)=[CH:13][CH:12]=2)[CH:5]=[CH:6][N:7]=1.Br.C(O)(=O)C. (2) Given the product [NH2:1][C:2]1[N:3]=[CH:4][C:5]([CH2:8][CH:9]([OH:11])[CH3:10])=[N:6][C:7]=1[Br:19], predict the reactants needed to synthesize it. The reactants are: [NH2:1][C:2]1[N:3]=[CH:4][C:5]([CH2:8][CH:9]([OH:11])[CH3:10])=[N:6][CH:7]=1.C1C(=O)N([Br:19])C(=O)C1. (3) Given the product [ClH:1].[F:19][C:18]([F:21])([F:20])[C:17]1[C:12]([C:8]2[CH:7]=[C:6]3[C:11]([C:2]([NH:36][C:28]4[CH:27]=[C:26]5[C:31]([C:32]([CH3:35])([CH3:34])[CH2:33][N:24]([CH3:23])[CH2:25]5)=[CH:30][CH:29]=4)=[N:3][CH:4]=[N:5]3)=[CH:10][CH:9]=2)=[N:13][CH:14]=[CH:15][CH:16]=1, predict the reactants needed to synthesize it. The reactants are: [Cl:1][C:2]1(O)[C:11]2[C:6](=[CH:7][C:8]([C:12]3[C:17]([C:18]([F:21])([F:20])[F:19])=[CH:16][CH:15]=[CH:14][N:13]=3)=[CH:9][CH:10]=2)[N:5]=[CH:4][NH:3]1.[CH3:23][N:24]1[CH2:33][C:32]([CH3:35])([CH3:34])[C:31]2[C:26](=[CH:27][C:28]([NH2:36])=[CH:29][CH:30]=2)[CH2:25]1. (4) The reactants are: [Br:1][C:2]1[CH:14]=[CH:13][C:5]([O:6][CH2:7][C:8]([O:10][CH2:11][CH3:12])=[O:9])=[C:4]([CH2:15]O)[CH:3]=1.O=S(Cl)[Cl:19]. Given the product [Br:1][C:2]1[CH:14]=[CH:13][C:5]([O:6][CH2:7][C:8]([O:10][CH2:11][CH3:12])=[O:9])=[C:4]([CH2:15][Cl:19])[CH:3]=1, predict the reactants needed to synthesize it. (5) Given the product [C:1]([NH:8][CH:9]([C:14]1[CH:18]=[CH:17][N:16]([CH3:19])[N:15]=1)[C:10]([OH:12])=[O:11])([O:3][C:4]([CH3:7])([CH3:6])[CH3:5])=[O:2], predict the reactants needed to synthesize it. The reactants are: [C:1]([NH:8][CH:9]([C:14]1[CH:18]=[CH:17][N:16]([CH3:19])[N:15]=1)[C:10]([O:12]C)=[O:11])([O:3][C:4]([CH3:7])([CH3:6])[CH3:5])=[O:2].O.[OH-].[Li+].